This data is from Full USPTO retrosynthesis dataset with 1.9M reactions from patents (1976-2016). The task is: Predict the reactants needed to synthesize the given product. (1) Given the product [F:30][C:24]1[CH:25]=[C:26]([F:29])[CH:27]=[CH:28][C:23]=1[C:20]1[CH:21]=[CH:22][C:17]([C@@H:15]([N:11]2[CH2:10][CH2:9][C@@:8]([C:31]3[CH:32]=[CH:33][C:34]([F:37])=[CH:35][CH:36]=3)([CH2:7][CH2:6][NH:38][CH2:39][CH2:40][OH:41])[O:13][C:12]2=[O:14])[CH3:16])=[CH:18][CH:19]=1, predict the reactants needed to synthesize it. The reactants are: CS(O[CH2:6][CH2:7][C@@:8]1([C:31]2[CH:36]=[CH:35][C:34]([F:37])=[CH:33][CH:32]=2)[O:13][C:12](=[O:14])[N:11]([C@H:15]([C:17]2[CH:22]=[CH:21][C:20]([C:23]3[CH:28]=[CH:27][C:26]([F:29])=[CH:25][C:24]=3[F:30])=[CH:19][CH:18]=2)[CH3:16])[CH2:10][CH2:9]1)(=O)=O.[NH2:38][CH2:39][CH2:40][OH:41]. (2) Given the product [OH:39][CH2:38][CH2:37][N:33]1[CH2:32][CH2:31][CH:30]([NH:29][C:27]([C:4]2[N:5]([CH3:26])[C:6]3[C:15]4[CH:14]=[CH:13][CH:12]=[CH:11][C:10]=4[N:9]([CH2:16][C:17](=[O:24])[C:18]4[CH:23]=[CH:22][CH:21]=[CH:20][CH:19]=4)[C:8](=[O:25])[C:7]=3[C:3]=2[O:2][CH3:1])=[O:28])[CH2:35][CH2:34]1, predict the reactants needed to synthesize it. The reactants are: [CH3:1][O:2][C:3]1[C:7]2[C:8](=[O:25])[N:9]([CH2:16][C:17](=[O:24])[C:18]3[CH:23]=[CH:22][CH:21]=[CH:20][CH:19]=3)[C:10]3[CH:11]=[CH:12][CH:13]=[CH:14][C:15]=3[C:6]=2[N:5]([CH3:26])[C:4]=1[C:27]([NH:29][CH:30]1[CH2:35][CH2:34][NH:33][CH2:32][CH2:31]1)=[O:28].Br[CH2:37][CH2:38][OH:39].C(=O)([O-])[O-].[K+].[K+].CN(C=O)C. (3) Given the product [CH3:13][C:14]1[CH:19]=[CH:18][CH:17]=[CH:16][C:15]=1[N:20]1[C:21](=[O:26])[CH:22]=[CH:23][C:24]1=[O:25].[CH2:6]=[C:7]([CH3:9])[CH3:8], predict the reactants needed to synthesize it. The reactants are: C([O-])(=O)CCCC[CH2:6][C:7](C)([CH3:9])[CH3:8].[CH3:13][C:14]1[CH:19]=[CH:18][CH:17]=[CH:16][C:15]=1[N:20]1[C:24](=[O:25])[CH:23]=[CH:22][C:21]1=[O:26].C=C(C)C. (4) Given the product [Br:10][C:11]1[CH:16]=[CH:15][C:14]([O:17][C:2]2[CH:7]=[C:6]([CH3:8])[N:5]=[C:4]([CH3:9])[CH:3]=2)=[CH:13][C:12]=1[F:18], predict the reactants needed to synthesize it. The reactants are: Br[C:2]1[CH:7]=[C:6]([CH3:8])[N:5]=[C:4]([CH3:9])[CH:3]=1.[Br:10][C:11]1[CH:16]=[CH:15][C:14]([OH:17])=[CH:13][C:12]=1[F:18].C(=O)([O-])[O-].[K+].[K+].